This data is from Forward reaction prediction with 1.9M reactions from USPTO patents (1976-2016). The task is: Predict the product of the given reaction. (1) Given the reactants [CH:1](NC(C)C)(C)C.C([Li])CCC.[Li+].CC([N-]C(C)C)C.[F:21][C:22]1[C:27]([F:28])=[CH:26][CH:25]=[CH:24][C:23]=1[CH2:29][C:30]#[N:31].CI, predict the reaction product. The product is: [F:21][C:22]1[C:27]([F:28])=[CH:26][CH:25]=[CH:24][C:23]=1[CH:29]([CH3:1])[C:30]#[N:31]. (2) Given the reactants [Cl:1][C:2]1[CH:3]=[C:4]([CH:12]=[C:13]([CH:15]=[O:16])[N:14]=1)[C:5]([O:7][C:8]([CH3:11])([CH3:10])[CH3:9])=[O:6].[F:17][C:18]([Si](C)(C)C)([F:20])[F:19], predict the reaction product. The product is: [Cl:1][C:2]1[CH:3]=[C:4]([CH:12]=[C:13]([CH:15]([OH:16])[C:18]([F:20])([F:19])[F:17])[N:14]=1)[C:5]([O:7][C:8]([CH3:11])([CH3:10])[CH3:9])=[O:6]. (3) Given the reactants FC(F)(F)S(O[C:7]1[CH:12]=[CH:11][N:10]([C:13]2[CH:14]=[N:15][C:16]([N:19]3[CH2:23][CH2:22][C@H:21]([N:24]([C:26]([O:28][C:29]([CH3:32])([CH3:31])[CH3:30])=[O:27])[CH3:25])[CH2:20]3)=[CH:17][CH:18]=2)[C:9](=[O:33])[CH:8]=1)(=O)=O.CN1C(=O)CCC1.[Br-].[CH2:44]([Zn+])[CH2:45][C:46]1[CH:51]=[CH:50][CH:49]=[CH:48][CH:47]=1, predict the reaction product. The product is: [CH3:25][N:24]([C@H:21]1[CH2:22][CH2:23][N:19]([C:16]2[N:15]=[CH:14][C:13]([N:10]3[CH:11]=[CH:12][C:7]([CH2:44][CH2:45][C:46]4[CH:51]=[CH:50][CH:49]=[CH:48][CH:47]=4)=[CH:8][C:9]3=[O:33])=[CH:18][CH:17]=2)[CH2:20]1)[C:26](=[O:27])[O:28][C:29]([CH3:32])([CH3:30])[CH3:31]. (4) Given the reactants [Cl:1][C:2]1[N:7]=[C:6]([C:8]2[CH:9]=[C:10]([CH:13]=[CH:14][CH:15]=2)[CH:11]=O)[CH:5]=[CH:4][N:3]=1.[C:16]([O:20][C:21]([N:23]1[CH2:28][CH2:27][NH:26][CH2:25][CH:24]1[CH2:29][C:30]1[CH:35]=[CH:34][CH:33]=[CH:32][CH:31]=1)=[O:22])([CH3:19])([CH3:18])[CH3:17], predict the reaction product. The product is: [C:16]([O:20][C:21]([N:23]1[CH2:28][CH2:27][N:26]([CH2:11][C:10]2[CH:13]=[CH:14][CH:15]=[C:8]([C:6]3[CH:5]=[CH:4][N:3]=[C:2]([Cl:1])[N:7]=3)[CH:9]=2)[CH2:25][CH:24]1[CH2:29][C:30]1[CH:31]=[CH:32][CH:33]=[CH:34][CH:35]=1)=[O:22])([CH3:19])([CH3:17])[CH3:18].